From a dataset of Forward reaction prediction with 1.9M reactions from USPTO patents (1976-2016). Predict the product of the given reaction. (1) Given the reactants [CH3:1][O:2][C:3]1[CH:25]=[CH:24][C:6]([CH2:7][N:8]2[CH:12]=[C:11]([C:13](N(OC)C)=[O:14])[C:10]([CH:19]([OH:23])[CH:20]([CH3:22])[CH3:21])=[N:9]2)=[CH:5][CH:4]=1.[CH2:26]1COC[CH2:27]1, predict the reaction product. The product is: [CH3:1][O:2][C:3]1[CH:4]=[CH:5][C:6]([CH2:7][N:8]2[CH:12]=[C:11]([C:13](=[O:14])[CH:26]=[CH2:27])[C:10]([CH:19]([OH:23])[CH:20]([CH3:21])[CH3:22])=[N:9]2)=[CH:24][CH:25]=1. (2) Given the reactants [F:1][C:2]([F:20])([F:19])[C:3]([N:5]1[CH2:14][CH2:13][C:12]2[C:7](=[CH:8][C:9]([S:15](Cl)(=[O:17])=[O:16])=[CH:10][CH:11]=2)[CH2:6]1)=[O:4].[CH3:21][C:22]([NH2:25])([CH3:24])[CH3:23], predict the reaction product. The product is: [C:22]([NH:25][S:15]([C:9]1[CH:8]=[C:7]2[C:12]([CH2:13][CH2:14][N:5]([C:3](=[O:4])[C:2]([F:20])([F:19])[F:1])[CH2:6]2)=[CH:11][CH:10]=1)(=[O:17])=[O:16])([CH3:24])([CH3:23])[CH3:21].